From a dataset of Catalyst prediction with 721,799 reactions and 888 catalyst types from USPTO. Predict which catalyst facilitates the given reaction. (1) Reactant: [CH2:1]([O:8][C:9]([C@@:11]1([CH2:22][C:23]2[CH:28]=[CH:27][CH:26]=[C:25]([C:29]#[N:30])[CH:24]=2)[CH2:15][O:14][C@@H](C(C)(C)C)[N:12]1C=O)=[O:10])[C:2]1[CH:7]=[CH:6][CH:5]=[CH:4][CH:3]=1.CO.Cl. Product: [CH2:1]([O:8][C:9](=[O:10])[C@:11]([NH2:12])([CH2:22][C:23]1[CH:28]=[CH:27][CH:26]=[C:25]([C:29]#[N:30])[CH:24]=1)[CH2:15][OH:14])[C:2]1[CH:3]=[CH:4][CH:5]=[CH:6][CH:7]=1. The catalyst class is: 6. (2) Reactant: O=[C:2]1[CH2:7][CH2:6][N:5]([C:8]([O:10][CH3:11])=[O:9])[CH:4]([CH2:12][C:13]2[CH:18]=[CH:17][C:16]([C:19]([F:22])([F:21])[F:20])=[CH:15][CH:14]=2)[CH2:3]1.[N+:23](CS(C1C=CC(C)=CC=1)(=O)=O)#[C-:24].CC(C)([O-])C.[K+].O. Product: [C:24]([CH:2]1[CH2:7][CH2:6][N:5]([C:8]([O:10][CH3:11])=[O:9])[CH:4]([CH2:12][C:13]2[CH:18]=[CH:17][C:16]([C:19]([F:22])([F:21])[F:20])=[CH:15][CH:14]=2)[CH2:3]1)#[N:23]. The catalyst class is: 57. (3) Reactant: I[C:2]1[CH:3]=[C:4]([CH2:10][C:11]([O:13][CH3:14])=[O:12])[CH:5]=[CH:6][C:7]=1[O:8][CH3:9].[B:15]1([B:15]2[O:19][C:18]([CH3:21])([CH3:20])[C:17]([CH3:23])([CH3:22])[O:16]2)[O:19][C:18]([CH3:21])([CH3:20])[C:17]([CH3:23])([CH3:22])[O:16]1.CC([O-])=O.[K+]. Product: [CH3:9][O:8][C:7]1[CH:6]=[CH:5][C:4]([CH2:10][C:11]([O:13][CH3:14])=[O:12])=[CH:3][C:2]=1[B:15]1[O:19][C:18]([CH3:21])([CH3:20])[C:17]([CH3:23])([CH3:22])[O:16]1. The catalyst class is: 16.